From a dataset of TCR-epitope binding with 47,182 pairs between 192 epitopes and 23,139 TCRs. Binary Classification. Given a T-cell receptor sequence (or CDR3 region) and an epitope sequence, predict whether binding occurs between them. (1) Result: 1 (the TCR binds to the epitope). The TCR CDR3 sequence is CASSPAAGGAYEQYF. The epitope is LLWNGPMAV. (2) Result: 0 (the TCR does not bind to the epitope). The epitope is KTSVDCTMYI. The TCR CDR3 sequence is CSVVGAGGGHSYNEQFF. (3) The epitope is PKYVKQNTLKLAT. The TCR CDR3 sequence is CASSESELVTEAFF. Result: 0 (the TCR does not bind to the epitope). (4) The epitope is YFPLQSYGF. The TCR CDR3 sequence is CASSLFPSYEQYF. Result: 1 (the TCR binds to the epitope). (5) The epitope is KMKDLSPRW. The TCR CDR3 sequence is CASSQESGTGNTIYF. Result: 0 (the TCR does not bind to the epitope). (6) Result: 0 (the TCR does not bind to the epitope). The TCR CDR3 sequence is CASSLDRDVAYEQYF. The epitope is TSNQVAVLY. (7) The epitope is ALLADKFPV. The TCR CDR3 sequence is CASSDRFRGETQYF. Result: 0 (the TCR does not bind to the epitope). (8) The epitope is QYDPVAALF. The TCR CDR3 sequence is CASSYTDSNYGYTF. Result: 0 (the TCR does not bind to the epitope). (9) The epitope is FLRGRAYGL. The TCR CDR3 sequence is CSARGLADPYEQYF. Result: 1 (the TCR binds to the epitope).